Task: Predict the product of the given reaction.. Dataset: Forward reaction prediction with 1.9M reactions from USPTO patents (1976-2016) (1) Given the reactants [CH3:1][CH:2]1[C:10]2[C:5](=[CH:6][CH:7]=[CH:8][CH:9]=2)[N:4]([CH:11]2[CH2:16][CH2:15][N:14]([C:17]([O:19][C:20]([CH3:23])([CH3:22])[CH3:21])=[O:18])[CH2:13][CH2:12]2)[C:3]1=[O:24].Br[CH2:26][C:27]([O:29][CH3:30])=[O:28].C(=O)([O-])[O-].[Cs+].[Cs+].O, predict the reaction product. The product is: [CH3:30][O:29][C:27](=[O:28])[CH2:26][C:2]1([CH3:1])[C:10]2[C:5](=[CH:6][CH:7]=[CH:8][CH:9]=2)[N:4]([CH:11]2[CH2:12][CH2:13][N:14]([C:17]([O:19][C:20]([CH3:22])([CH3:21])[CH3:23])=[O:18])[CH2:15][CH2:16]2)[C:3]1=[O:24]. (2) Given the reactants [Cl:1][C:2]1[CH:7]=[CH:6][C:5](I)=[CH:4][N:3]=1.[C:9]1([SH:15])[CH:14]=[CH:13][CH:12]=[CH:11][CH:10]=1.C[O-].[Na+], predict the reaction product. The product is: [Cl:1][C:2]1[CH:7]=[CH:6][C:5]([S:15][C:9]2[CH:14]=[CH:13][CH:12]=[CH:11][CH:10]=2)=[CH:4][N:3]=1. (3) Given the reactants N1C=CN=C1.[Si:6](Cl)([C:9]([CH3:12])([CH3:11])[CH3:10])([CH3:8])[CH3:7].[Cl:14][C:15]1[S:19][C:18]([C:20]([NH:22][C:23]2[CH:31]=[CH:30][CH:29]=[C:28]3[C:24]=2[CH2:25][N:26]([C:33]2[CH:38]=[CH:37][C:36]([NH:39][CH2:40][CH2:41][OH:42])=[CH:35][CH:34]=2)[C:27]3=[O:32])=[O:21])=[CH:17][CH:16]=1.C(#N)C.O, predict the reaction product. The product is: [Si:6]([O:42][CH2:41][CH2:40][NH:39][C:36]1[CH:37]=[CH:38][C:33]([N:26]2[CH2:25][C:24]3[C:28](=[CH:29][CH:30]=[CH:31][C:23]=3[NH:22][C:20]([C:18]3[S:19][C:15]([Cl:14])=[CH:16][CH:17]=3)=[O:21])[C:27]2=[O:32])=[CH:34][CH:35]=1)([C:9]([CH3:12])([CH3:11])[CH3:10])([CH3:8])[CH3:7]. (4) Given the reactants [C:1]([O:5][C:6](=[O:42])[NH:7][C:8]1([C:16]#[C:17][C:18]2[CH:23]=[CH:22][C:21]([C:24]#[C:25][CH2:26][N:27]3[C:35]4[C:30](=[CH:31][CH:32]=[CH:33][CH:34]=4)[C:29]([C:36](=[O:41])[C:37]([F:40])([F:39])[F:38])=[CH:28]3)=[CH:20][CH:19]=2)[CH2:13][O:12][C:11]([CH3:15])([CH3:14])[O:10][CH2:9]1)([CH3:4])([CH3:3])[CH3:2], predict the reaction product. The product is: [C:1]([O:5][C:6](=[O:42])[NH:7][C:8]1([CH2:16][CH2:17][C:18]2[CH:19]=[CH:20][C:21]([CH2:24][CH2:25][CH2:26][N:27]3[C:35]4[C:30](=[CH:31][CH:32]=[CH:33][CH:34]=4)[C:29]([C:36](=[O:41])[C:37]([F:40])([F:38])[F:39])=[CH:28]3)=[CH:22][CH:23]=2)[CH2:13][O:12][C:11]([CH3:15])([CH3:14])[O:10][CH2:9]1)([CH3:2])([CH3:3])[CH3:4]. (5) Given the reactants [O-]CC.[Na+].[CH2:5]([O:7][C:8]([C:10]1[NH:11][C:12](=[S:16])[NH:13][C:14]=1[CH3:15])=[O:9])[CH3:6].[CH2:17]([O:19][CH:20]([O:23][CH2:24][CH3:25])[CH2:21]Br)[CH3:18], predict the reaction product. The product is: [CH2:5]([O:7][C:8]([C:10]1[N:11]=[C:12]([S:16][CH2:21][CH:20]([O:23][CH2:24][CH3:25])[O:19][CH2:17][CH3:18])[NH:13][C:14]=1[CH3:15])=[O:9])[CH3:6]. (6) Given the reactants C([O:4][CH2:5][C:6]1[C:11]([N:12]2[C:24](=[O:25])[C:23]3[S:22][C:21]4[CH2:20][CH2:19][CH2:18][CH2:17][C:16]=4[C:15]=3[CH2:14][CH2:13]2)=[CH:10][C:9]([F:26])=[CH:8][C:7]=1[C:27]1[N:35]=[C:34]2[C:30]([N:31]=[CH:32][NH:33]2)=[C:29]([NH:36][C:37]2[CH:42]=[CH:41][C:40]([N:43]3[CH2:48][CH2:47][N:46]([CH:49]4[CH2:52][O:51][CH2:50]4)[CH2:45][CH2:44]3)=[CH:39][CH:38]=2)[N:28]=1)(=O)C.[OH-].[Li+], predict the reaction product. The product is: [F:26][C:9]1[CH:8]=[C:7]([C:27]2[N:35]=[C:34]3[C:30]([N:31]=[CH:32][NH:33]3)=[C:29]([NH:36][C:37]3[CH:38]=[CH:39][C:40]([N:43]4[CH2:44][CH2:45][N:46]([CH:49]5[CH2:50][O:51][CH2:52]5)[CH2:47][CH2:48]4)=[CH:41][CH:42]=3)[N:28]=2)[C:6]([CH2:5][OH:4])=[C:11]([N:12]2[CH2:13][CH2:14][C:15]3[C:16]4[CH2:17][CH2:18][CH2:19][CH2:20][C:21]=4[S:22][C:23]=3[C:24]2=[O:25])[CH:10]=1. (7) Given the reactants [OH:1][C:2]([CH3:36])([CH3:35])[CH2:3][C:4]1([C:29]2[CH:34]=[CH:33][CH:32]=[CH:31][CH:30]=2)[O:9][C:8](=[O:10])[N:7]([C:11]([CH3:28])([C:13]2[CH:18]=[CH:17][C:16](B3OC(C)(C)C(C)(C)O3)=[CH:15][CH:14]=2)[CH3:12])[CH2:6][CH2:5]1.C(=O)([O-])[O-].[Na+].[Na+].[CH:43]1([N:46]2[CH:51]=[CH:50][C:49](I)=[CH:48][C:47]2=[O:53])[CH2:45][CH2:44]1, predict the reaction product. The product is: [CH:43]1([N:46]2[CH:51]=[CH:50][C:49]([C:16]3[CH:15]=[CH:14][C:13]([C:11]([N:7]4[CH2:6][CH2:5][C:4]([CH2:3][C:2]([OH:1])([CH3:36])[CH3:35])([C:29]5[CH:34]=[CH:33][CH:32]=[CH:31][CH:30]=5)[O:9][C:8]4=[O:10])([CH3:12])[CH3:28])=[CH:18][CH:17]=3)=[CH:48][C:47]2=[O:53])[CH2:45][CH2:44]1. (8) The product is: [F:30][C:31]1[CH:32]=[C:33]([N:37]2[C:5]([C:7]3[C:12](=[O:13])[CH:11]=[CH:10][N:9]([C:14]4[CH:19]=[CH:18][CH:17]=[C:16]([S:20]([N:23]5[CH2:28][CH2:27][CH2:26][CH2:25][CH2:24]5)(=[O:21])=[O:22])[CH:15]=4)[N:8]=3)=[CH:4][CH:3]=[N:38]2)[CH:34]=[CH:35][CH:36]=1. Given the reactants CN(C)/[CH:3]=[CH:4]/[C:5]([C:7]1[C:12](=[O:13])[CH:11]=[CH:10][N:9]([C:14]2[CH:19]=[CH:18][CH:17]=[C:16]([S:20]([N:23]3[CH2:28][CH2:27][CH2:26][CH2:25][CH2:24]3)(=[O:22])=[O:21])[CH:15]=2)[N:8]=1)=O.[F:30][C:31]1[CH:32]=[C:33]([NH:37][NH2:38])[CH:34]=[CH:35][CH:36]=1, predict the reaction product.